From a dataset of Full USPTO retrosynthesis dataset with 1.9M reactions from patents (1976-2016). Predict the reactants needed to synthesize the given product. Given the product [I:13][C:9]1[CH:10]=[CH:11][N:12]=[C:5]2[NH:2][N:3]=[CH:7][C:6]=12, predict the reactants needed to synthesize it. The reactants are: O.[NH2:2][NH2:3].F[C:5]1[N:12]=[CH:11][CH:10]=[C:9]([I:13])[C:6]=1[CH:7]=O.